From a dataset of Catalyst prediction with 721,799 reactions and 888 catalyst types from USPTO. Predict which catalyst facilitates the given reaction. (1) Reactant: [Cl:1][C:2]1[CH:7]=[CH:6][C:5]([C:8]([C:10]2[N:18]3[C:13]([CH:14]=[C:15]([OH:19])[CH:16]=[CH:17]3)=[C:12]([C:20](=[O:25])[C:21]([CH3:24])([CH3:23])[CH3:22])[C:11]=2[CH2:26][C:27]([CH3:34])([CH3:33])[C:28]([O:30][CH2:31][CH3:32])=[O:29])=[O:9])=[CH:4][CH:3]=1.[CH3:35][O:36][C:37]1[N:42]=[C:41]([CH2:43]O)[CH:40]=[CH:39][CH:38]=1.C1(P(C2C=CC=CC=2)C2C=CC=CC=2)C=CC=CC=1.CC(OC(/N=N/C(OC(C)C)=O)=O)C. Product: [Cl:1][C:2]1[CH:3]=[CH:4][C:5]([C:8]([C:10]2[N:18]3[C:13]([CH:14]=[C:15]([O:19][CH2:43][C:41]4[CH:40]=[CH:39][CH:38]=[C:37]([O:36][CH3:35])[N:42]=4)[CH:16]=[CH:17]3)=[C:12]([C:20](=[O:25])[C:21]([CH3:23])([CH3:24])[CH3:22])[C:11]=2[CH2:26][C:27]([CH3:33])([CH3:34])[C:28]([O:30][CH2:31][CH3:32])=[O:29])=[O:9])=[CH:6][CH:7]=1. The catalyst class is: 1. (2) Reactant: C(OC(=O)[NH:7][N:8]1[C:17]([CH3:18])=[C:16]([C:19](=[O:29])[NH:20][CH2:21][C:22]2[CH:27]=[CH:26][CH:25]=[C:24]([I:28])[CH:23]=2)[C:15]2[C:10](=[C:11]([F:30])[CH:12]=[CH:13][CH:14]=2)[C:9]1=[O:31])(C)(C)C. Product: [I:28][C:24]1[CH:23]=[C:22]([CH:27]=[CH:26][CH:25]=1)[CH2:21][NH:20][C:19]([C:16]1[C:15]2[C:10](=[C:11]([F:30])[CH:12]=[CH:13][CH:14]=2)[C:9](=[O:31])[N:8]([NH2:7])[C:17]=1[CH3:18])=[O:29]. The catalyst class is: 10. (3) Reactant: [Cl:1][C:2]1[C:8]([O:9][CH2:10][CH2:11][O:12][CH2:13][CH2:14][O:15][CH2:16][CH2:17][O:18][CH3:19])=[CH:7][C:5]([NH2:6])=[CH:4][C:3]=1[O:20][CH3:21].[C:22]([C:26]1[CH:30]=[C:29]([NH:31][C:32]([NH:34][C:35]2[C:44]3[C:39](=[CH:40][CH:41]=[CH:42][CH:43]=3)[C:38]([O:45][C:46]3[CH:51]=[CH:50][N:49]=[C:48](Cl)[N:47]=3)=[CH:37][CH:36]=2)=[O:33])[N:28]([C:53]2[CH:58]=[CH:57][C:56]([CH3:59])=[CH:55][CH:54]=2)[N:27]=1)([CH3:25])([CH3:24])[CH3:23].C([O-])(O)=O.[Na+]. Product: [C:22]([C:26]1[CH:30]=[C:29]([NH:31][C:32]([NH:34][C:35]2[C:44]3[C:39](=[CH:40][CH:41]=[CH:42][CH:43]=3)[C:38]([O:45][C:46]3[CH:51]=[CH:50][N:49]=[C:48]([NH:6][C:5]4[CH:7]=[C:8]([O:9][CH2:10][CH2:11][O:12][CH2:13][CH2:14][O:15][CH2:16][CH2:17][O:18][CH3:19])[C:2]([Cl:1])=[C:3]([O:20][CH3:21])[CH:4]=4)[N:47]=3)=[CH:37][CH:36]=2)=[O:33])[N:28]([C:53]2[CH:58]=[CH:57][C:56]([CH3:59])=[CH:55][CH:54]=2)[N:27]=1)([CH3:25])([CH3:24])[CH3:23]. The catalyst class is: 3. (4) Reactant: [Cl:1][C:2]1[CH:7]=[CH:6][C:5]([NH2:8])=[CH:4][C:3]=1[CH3:9].[C:10](O[C:10]([O:12][C:13]([CH3:16])([CH3:15])[CH3:14])=[O:11])([O:12][C:13]([CH3:16])([CH3:15])[CH3:14])=[O:11]. Product: [Cl:1][C:2]1[CH:7]=[CH:6][C:5]([NH:8][C:10](=[O:11])[O:12][C:13]([CH3:16])([CH3:15])[CH3:14])=[CH:4][C:3]=1[CH3:9]. The catalyst class is: 107.